This data is from Peptide-MHC class II binding affinity with 134,281 pairs from IEDB. The task is: Regression. Given a peptide amino acid sequence and an MHC pseudo amino acid sequence, predict their binding affinity value. This is MHC class II binding data. (1) The peptide sequence is INEPTFAAIAYGLDR. The MHC is HLA-DQA10102-DQB10602 with pseudo-sequence HLA-DQA10102-DQB10602. The binding affinity (normalized) is 0.918. (2) The peptide sequence is AFILMGDNLFPKV. The MHC is HLA-DQA10501-DQB10201 with pseudo-sequence HLA-DQA10501-DQB10201. The binding affinity (normalized) is 0.724. (3) The peptide sequence is AAASWDALAAELASA. The MHC is DRB1_1602 with pseudo-sequence DRB1_1602. The binding affinity (normalized) is 0.432. (4) The peptide sequence is ALKESWGAIWRIDTP. The MHC is HLA-DQA10401-DQB10402 with pseudo-sequence HLA-DQA10401-DQB10402. The binding affinity (normalized) is 0.292.